Dataset: Serine/threonine kinase 33 screen with 319,792 compounds. Task: Binary Classification. Given a drug SMILES string, predict its activity (active/inactive) in a high-throughput screening assay against a specified biological target. The drug is S(=O)(=O)(Nc1cc(C(=O)NCC(N2CCOCC2)(C)C)ccc1)c1cc(F)c(cc1)C. The result is 0 (inactive).